Dataset: Full USPTO retrosynthesis dataset with 1.9M reactions from patents (1976-2016). Task: Predict the reactants needed to synthesize the given product. (1) Given the product [CH:1]1([CH2:4][N:5]([CH3:35])[C:6]([CH2:8][CH2:9][C:10]2[C:11]([CH3:33])=[N:12][O:13][C:14]=2[C:15]2[CH:20]=[CH:19][C:18]([C:21]3[CH:22]=[CH:23][C:24]([C:27]4([C:30]([OH:32])=[O:31])[CH2:28][CH2:29]4)=[CH:25][CH:26]=3)=[CH:17][CH:16]=2)=[O:7])[CH2:3][CH2:2]1, predict the reactants needed to synthesize it. The reactants are: [CH:1]1([CH2:4][NH:5][C:6]([CH2:8][CH2:9][C:10]2[C:11]([CH3:33])=[N:12][O:13][C:14]=2[C:15]2[CH:20]=[CH:19][C:18]([C:21]3[CH:26]=[CH:25][C:24]([C:27]4([C:30]([OH:32])=[O:31])[CH2:29][CH2:28]4)=[CH:23][CH:22]=3)=[CH:17][CH:16]=2)=[O:7])[CH2:3][CH2:2]1.I[CH3:35]. (2) Given the product [CH3:33][O:34][C:2]1[C:3]2[C:4]3[C:5](=[CH:13][N:14]([C@@H:16]4[O:22][C@H:21]([CH2:23][OH:24])[C@@H:19]([OH:20])[C@@:17]4([CH3:32])[OH:18])[N:15]=2)[CH:6]=[CH:7][C:8]=3[C:9](=[O:12])[NH:10][N:11]=1, predict the reactants needed to synthesize it. The reactants are: Cl[C:2]1[C:3]2[C:4]3[C:5](=[CH:13][N:14]([C@@H:16]4[O:22][C@H:21]([CH2:23][O:24][Si](C(C)(C)C)(C)C)[C@@H:19]([OH:20])[C@@:17]4([CH3:32])[OH:18])[N:15]=2)[CH:6]=[CH:7][C:8]=3[C:9](=[O:12])[NH:10][N:11]=1.[CH3:33][O-:34].[Na+]. (3) Given the product [C:7]([O:6][CH2:1][CH2:2][N:15]([CH2:14][CH3:13])[C:16]1[CH:21]=[CH:20][CH:19]=[CH:18][CH:17]=1)(=[O:11])[CH:8]=[CH2:10], predict the reactants needed to synthesize it. The reactants are: [C:1]([O:6][C:7](=[O:11])[C:8]([CH3:10])=C)(=O)[C:2](C)=C.O[CH2:13][CH2:14][N:15](CC)[C:16]1[CH:21]=[CH:20][CH:19]=[CH:18][CH:17]=1. (4) Given the product [Br:11][CH2:12][CH2:13][CH2:14][N:1]1[CH:5]=[CH:4][CH:3]=[C:2]1[C:6]([O:8][CH2:9][CH3:10])=[O:7], predict the reactants needed to synthesize it. The reactants are: [NH:1]1[CH:5]=[CH:4][CH:3]=[C:2]1[C:6]([O:8][CH2:9][CH3:10])=[O:7].[Br:11][CH2:12][CH2:13][CH2:14]Br.[OH-].[Na+].ClCCl.